From a dataset of Catalyst prediction with 721,799 reactions and 888 catalyst types from USPTO. Predict which catalyst facilitates the given reaction. (1) Reactant: C([O:8][CH2:9][C@H:10]([C:12]([N:14]([C:16]([O:18][C:19]([CH3:22])([CH3:21])[CH3:20])=[O:17])[OH:15])=[O:13])[NH2:11])C1C=CC=CC=1. Product: [C:19]([O:18][C:16]([N:14]([C:12](=[O:13])[C@@H:10]([CH2:9][OH:8])[NH2:11])[OH:15])=[O:17])([CH3:22])([CH3:20])[CH3:21]. The catalyst class is: 50. (2) Reactant: [C:1]([C:4]1[CH:12]=[C:11]2[C:7]([C:8]([CH3:16])([CH3:15])[C:9](=[O:14])[N:10]2[CH3:13])=[CH:6][CH:5]=1)(=[O:3])[CH3:2].[CH:17]1([C:20](OC)=[O:21])[CH2:19][CH2:18]1.[H-].[Na+]. The catalyst class is: 1. Product: [CH:17]1([C:20](=[O:21])[CH2:2][C:1]([C:4]2[CH:12]=[C:11]3[C:7]([C:8]([CH3:16])([CH3:15])[C:9](=[O:14])[N:10]3[CH3:13])=[CH:6][CH:5]=2)=[O:3])[CH2:19][CH2:18]1. (3) Reactant: [C:1]1([C:7](Cl)([C:14]2[CH:19]=[CH:18][CH:17]=[CH:16][CH:15]=2)[C:8]2[CH:13]=[CH:12][CH:11]=[CH:10][CH:9]=2)[CH:6]=[CH:5][CH:4]=[CH:3][CH:2]=1.[CH3:21][CH2:22][CH2:23][CH2:24][C:25]1[N:29]([CH2:30][C:31]2[CH:36]=[CH:35][C:34]([C:37]3[C:42]([C:43]4[N-:47][N:46]=[N:45][N:44]=4)=[CH:41][CH:40]=[CH:39][CH:38]=3)=[CH:33][CH:32]=2)[C:28]([CH2:48][OH:49])=[C:27]([Cl:50])[N:26]=1.[K+]. Product: [CH2:24]([C:25]1[N:29]([CH2:30][C:31]2[CH:36]=[CH:35][C:34]([C:37]3[CH:38]=[CH:39][CH:40]=[CH:41][C:42]=3[C:43]3[N:47]([C:7]([C:14]4[CH:19]=[CH:18][CH:17]=[CH:16][CH:15]=4)([C:8]4[CH:13]=[CH:12][CH:11]=[CH:10][CH:9]=4)[C:1]4[CH:6]=[CH:5][CH:4]=[CH:3][CH:2]=4)[N:46]=[N:45][N:44]=3)=[CH:33][CH:32]=2)[C:28]([CH2:48][OH:49])=[C:27]([Cl:50])[N:26]=1)[CH2:23][CH2:22][CH3:21]. The catalyst class is: 1. (4) Reactant: Cl[C:2]1[C:11]2[C:6](=[CH:7][CH:8]=[C:9]([F:12])[CH:10]=2)[N:5]=[C:4]([CH:13]([N:15]2[C:23](=[O:24])[C:22]3[C:17](=[CH:18][CH:19]=[CH:20][CH:21]=3)[C:16]2=[O:25])[CH3:14])[C:3]=1[C:26]1[CH:31]=[CH:30][CH:29]=[CH:28][CH:27]=1.[CH3:32][O:33][CH2:34][CH2:35][NH2:36].C1(P(C2CCCCC2)C2C=CC=CC=2C2C(C(C)C)=CC(C(C)C)=CC=2C(C)C)CCCCC1.CC(C)([O-])C.[Na+]. Product: [F:12][C:9]1[CH:10]=[C:11]2[C:6](=[CH:7][CH:8]=1)[N:5]=[C:4]([CH:13]([N:15]1[C:16](=[O:25])[C:17]3[C:22](=[CH:21][CH:20]=[CH:19][CH:18]=3)[C:23]1=[O:24])[CH3:14])[C:3]([C:26]1[CH:27]=[CH:28][CH:29]=[CH:30][CH:31]=1)=[C:2]2[NH:36][CH2:35][CH2:34][O:33][CH3:32]. The catalyst class is: 101. (5) Reactant: C(N(CC)CC)C.[CH2:8]([C:10]1[CH:11]=[CH:12][C:13]([CH:16]([OH:19])[CH2:17][OH:18])=[N:14][CH:15]=1)[CH3:9].[S:20](Cl)(Cl)=[O:21]. Product: [CH2:8]([C:10]1[CH:11]=[CH:12][C:13]([CH:16]2[CH2:17][O:18][S:20](=[O:21])[O:19]2)=[N:14][CH:15]=1)[CH3:9]. The catalyst class is: 4. (6) Reactant: [Li+].CC([N-]C(C)C)C.[C:9]([O:13][C:14]([N:16]1[CH2:20][CH2:19][C:18](=[O:21])[CH2:17]1)=[O:15])([CH3:12])([CH3:11])[CH3:10].[Cl:22][C:23]1[CH:30]=[CH:29][C:26]([CH2:27]Cl)=[CH:25][CH:24]=1.C([O-])(O)=O.[Na+]. Product: [C:9]([O:13][C:14]([N:16]1[CH2:17][C:18](=[O:21])[CH:19]([CH2:27][C:26]2[CH:29]=[CH:30][C:23]([Cl:22])=[CH:24][CH:25]=2)[CH2:20]1)=[O:15])([CH3:12])([CH3:10])[CH3:11]. The catalyst class is: 1.